This data is from Forward reaction prediction with 1.9M reactions from USPTO patents (1976-2016). The task is: Predict the product of the given reaction. The product is: [Br:1][C:2]#[C:3][C@:4]1([C:18]2[CH:23]=[CH:22][C:21]([F:24])=[C:20]([F:25])[CH:19]=2)[C@H:9]([OH:10])[CH2:8][CH2:7][N:6]([C:11]([O:13][C:14]([CH3:17])([CH3:16])[CH3:15])=[O:12])[CH2:5]1. Given the reactants [Br:1][C:2](Br)=[CH:3][C@@:4]1([C:18]2[CH:23]=[CH:22][C:21]([F:24])=[C:20]([F:25])[CH:19]=2)[C@H:9]([OH:10])[CH2:8][CH2:7][N:6]([C:11]([O:13][C:14]([CH3:17])([CH3:16])[CH3:15])=[O:12])[CH2:5]1.CC(C)([O-])C.[K+], predict the reaction product.